Dataset: CYP2C9 inhibition data for predicting drug metabolism from PubChem BioAssay. Task: Regression/Classification. Given a drug SMILES string, predict its absorption, distribution, metabolism, or excretion properties. Task type varies by dataset: regression for continuous measurements (e.g., permeability, clearance, half-life) or binary classification for categorical outcomes (e.g., BBB penetration, CYP inhibition). Dataset: cyp2c9_veith. (1) The drug is COCC(=O)N1CCC2(CCN(Cc3ccncc3)CC2)CC1. The result is 1 (inhibitor). (2) The drug is COc1ncc2nc(-c3ccc(F)cc3)c(=O)n(Cc3cccs3)c2n1. The result is 0 (non-inhibitor).